Dataset: Full USPTO retrosynthesis dataset with 1.9M reactions from patents (1976-2016). Task: Predict the reactants needed to synthesize the given product. (1) The reactants are: [C:1]1(=[O:11])[NH:5][C:4](=[O:6])[C:3]2=[CH:7][CH:8]=[CH:9][CH:10]=[C:2]12.[CH3:12][C:13](C)([O-:15])[CH3:14].[K+].C([C@@H]1OC1)Cl. Given the product [CH2:12]([C:10]1[CH:9]=[CH:8][CH:7]=[C:3]2[C:4]([NH:5][C:1](=[O:11])[C:2]=12)=[O:6])[C@H:13]1[O:15][CH2:14]1, predict the reactants needed to synthesize it. (2) Given the product [CH3:1][O:2][C:3]([C:5]1[N:6]([NH:10][C:27]([CH:20]2[CH:21]([C:23]([F:25])([F:24])[F:26])[CH2:22][N:18]([CH2:11][C:12]3[CH:17]=[CH:16][CH:15]=[CH:14][CH:13]=3)[CH2:19]2)=[O:28])[CH:7]=[N:8][CH:9]=1)=[O:4], predict the reactants needed to synthesize it. The reactants are: [CH3:1][O:2][C:3]([C:5]1[N:6]([NH2:10])[CH:7]=[N:8][CH:9]=1)=[O:4].[CH2:11]([N:18]1[CH2:22][CH:21]([C:23]([F:26])([F:25])[F:24])[CH:20]([C:27](O)=[O:28])[CH2:19]1)[C:12]1[CH:17]=[CH:16][CH:15]=[CH:14][CH:13]=1.CCN(C(C)C)C(C)C.CN(C(ON1N=NC2C=CC=NC1=2)=[N+](C)C)C.F[P-](F)(F)(F)(F)F. (3) Given the product [F:1][C:2]([F:45])([F:44])[C:3]1[CH:4]=[C:5]([CH:37]=[C:38]([C:40]([F:43])([F:42])[F:41])[CH:39]=1)[CH2:6][N:7]([CH2:8][C:9]1[CH:14]=[C:13]([C:15]([F:18])([F:17])[F:16])[CH:12]=[CH:11][C:10]=1[C:19]1[CH:24]=[C:23]([CH:25]([CH3:27])[CH3:26])[CH:22]=[CH:21][C:20]=1[O:28][CH3:29])[C:30]1[N:35]=[CH:34][C:33]([OH:48])=[CH:32][N:31]=1, predict the reactants needed to synthesize it. The reactants are: [F:1][C:2]([F:45])([F:44])[C:3]1[CH:4]=[C:5]([CH:37]=[C:38]([C:40]([F:43])([F:42])[F:41])[CH:39]=1)[CH2:6][N:7]([C:30]1[N:35]=[CH:34][C:33](Br)=[CH:32][N:31]=1)[CH2:8][C:9]1[CH:14]=[C:13]([C:15]([F:18])([F:17])[F:16])[CH:12]=[CH:11][C:10]=1[C:19]1[CH:24]=[C:23]([CH:25]([CH3:27])[CH3:26])[CH:22]=[CH:21][C:20]=1[O:28][CH3:29].CS(C)=[O:48]. (4) Given the product [Br:18][C:19]1[C:27]2[CH:2]([CH3:3])[O:25][C:24](=[O:26])[C:23]=2[CH:22]=[N:21][CH:20]=1, predict the reactants needed to synthesize it. The reactants are: [Li][CH2:2][CH2:3]CC.CC1(C)CCCC(C)(C)N1.N#N.[Br:18][C:19]1[CH:20]=[N:21][CH:22]=[C:23]([CH:27]=1)[C:24]([OH:26])=[O:25].C(=O)C. (5) Given the product [OH:8][C@@H:9]1[C@H:13]([CH3:14])[N:12]([C:15]2[CH:22]=[CH:21][C:18]([C:19]#[N:20])=[C:17]([C:23]([F:24])([F:25])[F:26])[CH:16]=2)[C:11](=[O:27])[C:10]1([CH3:28])[CH3:29], predict the reactants needed to synthesize it. The reactants are: [Si]([O:8][C@@H:9]1[C@H:13]([CH3:14])[N:12]([C:15]2[CH:22]=[CH:21][C:18]([C:19]#[N:20])=[C:17]([C:23]([F:26])([F:25])[F:24])[CH:16]=2)[C:11](=[O:27])[C:10]1([CH3:29])[CH3:28])(C(C)(C)C)(C)C.[F-].C([N+](CCCC)(CCCC)CCCC)CCC.C1COCC1.O. (6) Given the product [CH3:22][S:23]([O:14][CH:11]1[CH2:12][CH2:13][N:8]([C:6]([O:5][C:1]([CH3:4])([CH3:2])[CH3:3])=[O:7])[CH2:9][CH2:10]1)(=[O:25])=[O:24], predict the reactants needed to synthesize it. The reactants are: [C:1]([O:5][C:6]([N:8]1[CH2:13][CH2:12][CH:11]([OH:14])[CH2:10][CH2:9]1)=[O:7])([CH3:4])([CH3:3])[CH3:2].C(N(CC)CC)C.[CH3:22][S:23](Cl)(=[O:25])=[O:24].